From a dataset of Full USPTO retrosynthesis dataset with 1.9M reactions from patents (1976-2016). Predict the reactants needed to synthesize the given product. (1) Given the product [NH:1]1[C:9]2[C:4](=[CH:5][C:6]([O:10][C:11]3[CH:20]=[CH:19][CH:18]=[CH:17][C:12]=3[CH2:13][OH:14])=[CH:7][CH:8]=2)[CH:3]=[N:2]1, predict the reactants needed to synthesize it. The reactants are: [NH:1]1[C:9]2[C:4](=[CH:5][C:6]([O:10][C:11]3[CH:20]=[CH:19][CH:18]=[CH:17][C:12]=3[C:13](OC)=[O:14])=[CH:7][CH:8]=2)[CH:3]=[N:2]1.[H-].[Al+3].[Li+].[H-].[H-].[H-].O.[OH-].[Na+]. (2) Given the product [F:11][CH:15]1[CH2:20][CH2:19][N:18]([CH:21]2[CH2:26][CH2:25][N:24]([C:27]([O:29][C:30]([CH3:33])([CH3:32])[CH3:31])=[O:28])[CH2:23][CH2:22]2)[CH2:17][CH2:16]1, predict the reactants needed to synthesize it. The reactants are: COCCN(S(F)(F)[F:11])CCOC.O[CH:15]1[CH2:20][CH2:19][N:18]([CH:21]2[CH2:26][CH2:25][N:24]([C:27]([O:29][C:30]([CH3:33])([CH3:32])[CH3:31])=[O:28])[CH2:23][CH2:22]2)[CH2:17][CH2:16]1. (3) Given the product [C:29]([C:28]1[CH:27]=[C:26]([C:24](=[O:25])[CH2:23][C:22]([NH:15][C:13]2[CH:14]=[C:9]([N:6]3[CH:7]=[CH:8][C:4]([CH2:3][O:2][CH3:1])=[CH:5]3)[CH:10]=[CH:11][C:12]=2[N+:16]([O-:18])=[O:17])=[O:21])[CH:33]=[CH:32][CH:31]=1)#[N:30], predict the reactants needed to synthesize it. The reactants are: [CH3:1][O:2][CH2:3][C:4]1[CH:8]=[CH:7][N:6]([C:9]2[CH:10]=[CH:11][C:12]([N+:16]([O-:18])=[O:17])=[C:13]([NH2:15])[CH:14]=2)[CH:5]=1.CC1(C)[O:25][C:24]([C:26]2[CH:27]=[C:28]([CH:31]=[CH:32][CH:33]=2)[C:29]#[N:30])=[CH:23][C:22](=O)[O:21]1. (4) Given the product [B:3]([C:10]1[CH:11]=[CH:12][CH:13]=[CH:14][CH:15]=1)([C:16]1[CH:21]=[CH:20][CH:19]=[CH:18][CH:17]=1)[C:4]1[CH:5]=[CH:6][CH:7]=[CH:8][CH:9]=1, predict the reactants needed to synthesize it. The reactants are: C([B-:3]([C:16]1[CH:21]=[CH:20][CH:19]=[CH:18][CH:17]=1)([C:10]1[CH:15]=[CH:14][CH:13]=[CH:12][CH:11]=1)[C:4]1[CH:9]=[CH:8][CH:7]=[CH:6][CH:5]=1)#N.[Na+]. (5) Given the product [Cl:29][C:22]1[C:23]2[N:24]=[C:15]([C:14]3[C:9]([C:7]4[CH:6]=[CH:5][CH:4]=[C:3]([CH3:2])[N:8]=4)=[N:10][CH:11]=[CH:12][CH:13]=3)[CH:16]=[CH:17][C:18]=2[N:19]=[CH:20][N:21]=1, predict the reactants needed to synthesize it. The reactants are: Cl.[CH3:2][C:3]1[N:8]=[C:7]([C:9]2[C:14]([C:15]3[CH:16]=[CH:17][C:18]4[N:19]=[CH:20][NH:21][C:22](=O)[C:23]=4[N:24]=3)=[CH:13][CH:12]=[CH:11][N:10]=2)[CH:6]=[CH:5][CH:4]=1.C(Cl)(=O)C([Cl:29])=O.CN(C=O)C. (6) Given the product [O:19]=[C:15]1[CH2:16][CH:17]2[CH:13]([CH2:12][CH:11]([NH:10][C:1](=[O:8])[C:2]3[CH:7]=[CH:6][CH:5]=[CH:4][CH:3]=3)[CH2:18]2)[CH2:14]1, predict the reactants needed to synthesize it. The reactants are: [C:1](Cl)(=[O:8])[C:2]1[CH:7]=[CH:6][CH:5]=[CH:4][CH:3]=1.[NH2:10][CH:11]1[CH2:18][CH:17]2[CH:13]([CH2:14][C:15](=[O:19])[CH2:16]2)[CH2:12]1.C(N(CC)CC)C. (7) Given the product [CH2:19]([O:18][C:16](=[O:17])[CH:15]([CH:21]1[CH2:22][CH2:23][CH2:24][CH2:25]1)[CH2:14][NH:33][CH2:32][C:31]1[CH:34]=[CH:35][C:28]([F:27])=[CH:29][CH:30]=1)[CH3:20], predict the reactants needed to synthesize it. The reactants are: [H-].C([Al+]CC(C)C)C(C)C.C(O[C:14](=O)[CH:15]([CH:21]1[CH2:25][CH2:24][CH2:23][CH2:22]1)[C:16]([O:18][CH2:19][CH3:20])=[O:17])C.[F:27][C:28]1[CH:35]=[CH:34][C:31]([CH2:32][NH2:33])=[CH:30][CH:29]=1.C([BH3-])#N.[Na+]. (8) Given the product [O:6]1[C:10]2[CH:11]=[CH:12][CH:13]=[CH:14][C:9]=2[CH:8]=[C:7]1[C:15]([Cl:21])=[O:17], predict the reactants needed to synthesize it. The reactants are: CN(C=O)C.[O:6]1[C:10]2[CH:11]=[CH:12][CH:13]=[CH:14][C:9]=2[CH:8]=[C:7]1[C:15]([OH:17])=O.C(Cl)(=O)C([Cl:21])=O. (9) Given the product [CH2:1]([O:8][CH2:9][CH2:10][C@H:11]([NH:29][C:30](=[O:36])[O:31][C:32]([CH3:35])([CH3:34])[CH3:33])[C:12]1[N:17]([C:18]2[CH:23]=[CH:22][CH:21]=[CH:20][CH:19]=2)[C:16](=[O:24])[C:15]2=[C:25]([CH3:37])[CH:26]=[CH:27][N:14]2[N:13]=1)[C:2]1[CH:7]=[CH:6][CH:5]=[CH:4][CH:3]=1, predict the reactants needed to synthesize it. The reactants are: [CH2:1]([O:8][CH2:9][CH2:10][C@H:11]([NH:29][C:30](=[O:36])[O:31][C:32]([CH3:35])([CH3:34])[CH3:33])[C:12]1[N:17]([C:18]2[CH:23]=[CH:22][CH:21]=[CH:20][CH:19]=2)[C:16](=[O:24])[C:15]2=[C:25](Br)[CH:26]=[CH:27][N:14]2[N:13]=1)[C:2]1[CH:7]=[CH:6][CH:5]=[CH:4][CH:3]=1.[CH3:37]B1OB(C)OB(C)O1.C(=O)([O-])[O-].[K+].[K+]. (10) Given the product [Br:1][C:2]1[C:10]2[O:9][CH2:8][O:7][C:6]=2[CH:5]=[C:4]([CH2:11][O:13][C:14]2[CH:19]=[CH:18][CH:17]=[CH:16][C:15]=2[CH2:20][C:21]([O:23][CH3:24])=[O:22])[CH:3]=1, predict the reactants needed to synthesize it. The reactants are: [Br:1][C:2]1[C:10]2[O:9][CH2:8][O:7][C:6]=2[CH:5]=[C:4]([CH2:11]Br)[CH:3]=1.[OH:13][C:14]1[CH:19]=[CH:18][CH:17]=[CH:16][C:15]=1[CH2:20][C:21]([O:23][CH3:24])=[O:22].